The task is: Predict the reactants needed to synthesize the given product.. This data is from Full USPTO retrosynthesis dataset with 1.9M reactions from patents (1976-2016). (1) The reactants are: C[O:2][C:3](=[O:26])[C:4]([OH:25])=[CH:5][C:6](=[O:24])[N:7]([CH:9]([C:17]1[CH:22]=[CH:21][C:20]([F:23])=[CH:19][CH:18]=1)[C:10]1[CH:15]=[CH:14][C:13]([F:16])=[CH:12][CH:11]=1)[CH3:8].N#N. Given the product [F:16][C:13]1[CH:12]=[CH:11][C:10]([CH:9]([N:7]([CH3:8])[C:6]([CH:5]=[C:4]([OH:25])[C:3]([OH:26])=[O:2])=[O:24])[C:17]2[CH:18]=[CH:19][C:20]([F:23])=[CH:21][CH:22]=2)=[CH:15][CH:14]=1, predict the reactants needed to synthesize it. (2) Given the product [F:1][C:2]1[CH:30]=[C:29]([I:31])[CH:28]=[CH:27][C:3]=1[NH:4][C:5]1[C:10]([C:11]([NH:13][CH2:14][CH2:15][CH2:16][OH:17])=[O:12])=[CH:9][N:8]([CH2:18][C:19]([OH:21])=[O:20])[C:7](=[O:26])[CH:6]=1, predict the reactants needed to synthesize it. The reactants are: [F:1][C:2]1[CH:30]=[C:29]([I:31])[CH:28]=[CH:27][C:3]=1[NH:4][C:5]1[C:10]([C:11]([NH:13][CH2:14][CH2:15][CH2:16][OH:17])=[O:12])=[CH:9][N:8]([CH2:18][C:19]([O:21]C(C)(C)C)=[O:20])[C:7](=[O:26])[CH:6]=1.[OH-].[Na+].CCOC(C)=O.CO.